Task: Regression. Given two drug SMILES strings and cell line genomic features, predict the synergy score measuring deviation from expected non-interaction effect.. Dataset: Merck oncology drug combination screen with 23,052 pairs across 39 cell lines (1) Drug 1: O=P1(N(CCCl)CCCl)NCCCO1. Drug 2: CS(=O)(=O)CCNCc1ccc(-c2ccc3ncnc(Nc4ccc(OCc5cccc(F)c5)c(Cl)c4)c3c2)o1. Cell line: COLO320DM. Synergy scores: synergy=4.33. (2) Synergy scores: synergy=-8.21. Drug 1: O=C(O)C1(Cc2cccc(Nc3nccs3)n2)CCC(Oc2cccc(Cl)c2F)CC1. Drug 2: O=C(NOCC(O)CO)c1ccc(F)c(F)c1Nc1ccc(I)cc1F. Cell line: A2058. (3) Drug 1: Cn1nnc2c(C(N)=O)ncn2c1=O. Drug 2: C=CCn1c(=O)c2cnc(Nc3ccc(N4CCN(C)CC4)cc3)nc2n1-c1cccc(C(C)(C)O)n1. Cell line: HCT116. Synergy scores: synergy=2.05. (4) Drug 1: CS(=O)(=O)CCNCc1ccc(-c2ccc3ncnc(Nc4ccc(OCc5cccc(F)c5)c(Cl)c4)c3c2)o1. Drug 2: Cc1nc(Nc2ncc(C(=O)Nc3c(C)cccc3Cl)s2)cc(N2CCN(CCO)CC2)n1. Cell line: NCIH1650. Synergy scores: synergy=65.8. (5) Drug 1: O=c1[nH]cc(F)c(=O)[nH]1. Drug 2: C=CCn1c(=O)c2cnc(Nc3ccc(N4CCN(C)CC4)cc3)nc2n1-c1cccc(C(C)(C)O)n1. Cell line: SKOV3. Synergy scores: synergy=18.7.